Dataset: Forward reaction prediction with 1.9M reactions from USPTO patents (1976-2016). Task: Predict the product of the given reaction. Given the reactants [F:1][C:2]1[C:3]([C:21]2[CH:26]=[CH:25][CH:24]=[CH:23][CH:22]=2)=[C:4]([N:8]2[CH2:13][CH2:12][N:11](C(OC(C)(C)C)=O)[CH2:10][CH2:9]2)[CH:5]=[N:6][CH:7]=1.[ClH:27].CO, predict the reaction product. The product is: [ClH:27].[ClH:27].[F:1][C:2]1[C:3]([C:21]2[CH:26]=[CH:25][CH:24]=[CH:23][CH:22]=2)=[C:4]([N:8]2[CH2:13][CH2:12][NH:11][CH2:10][CH2:9]2)[CH:5]=[N:6][CH:7]=1.